From a dataset of Full USPTO retrosynthesis dataset with 1.9M reactions from patents (1976-2016). Predict the reactants needed to synthesize the given product. (1) Given the product [CH:16]12[N:22]([C:23]3[N:28]=[CH:27][C:26]([NH:29][C:12]([C:5]4[C:4](=[O:15])[C:3]5[C:8](=[CH:9][CH:10]=[CH:11][C:2]=5[CH3:1])[NH:7][CH:6]=4)=[O:14])=[C:25]([CH3:30])[CH:24]=3)[CH:19]([CH2:20][CH2:21]1)[CH2:18][CH2:17]2, predict the reactants needed to synthesize it. The reactants are: [CH3:1][C:2]1[CH:11]=[CH:10][CH:9]=[C:8]2[C:3]=1[C:4](=[O:15])[C:5]([C:12]([OH:14])=O)=[CH:6][NH:7]2.[CH:16]12[N:22]([C:23]3[N:28]=[CH:27][C:26]([NH2:29])=[C:25]([CH3:30])[CH:24]=3)[CH:19]([CH2:20][CH2:21]1)[CH2:18][CH2:17]2.N1C=CC=CC=1. (2) Given the product [Cl:53][C:54]1[CH:59]=[CH:58][CH:57]=[CH:56][C:55]=1[CH2:60][CH2:61][C:62]([NH:1][C:2]1[CH:7]=[CH:6][C:5]([N:8]2[C:14](=[O:15])[CH2:13][C:12](=[O:16])[NH:11][C:10]3[C:17]4[C:22]([CH:23]=[CH:24][C:9]2=3)=[CH:21][CH:20]=[CH:19][CH:18]=4)=[CH:4][CH:3]=1)=[O:63], predict the reactants needed to synthesize it. The reactants are: [NH2:1][C:2]1[CH:7]=[CH:6][C:5]([N:8]2[C:14](=[O:15])[CH2:13][C:12](=[O:16])[NH:11][C:10]3[C:17]4[C:22]([CH:23]=[CH:24][C:9]2=3)=[CH:21][CH:20]=[CH:19][CH:18]=4)=[CH:4][CH:3]=1.O=C1CC(=O)N(C2C=CC(C(OCC)=O)=CC=2)C2C=CC3C(C=2N1)=CC=CC=3.[Cl:53][C:54]1[CH:59]=[CH:58][CH:57]=[CH:56][C:55]=1[CH2:60][CH2:61][C:62](Cl)=[O:63].O=C1CC(=O)N(C2C=CC(C(O)=O)=CC=2)C2C=CC3C(C=2N1)=CC=CC=3. (3) Given the product [C:1]([O:5][CH3:6])(=[O:4])[CH:2]=[CH2:3].[C:7]([NH:11][C:12]([CH3:19])([CH3:18])[CH2:13][S:14]([O-:17])(=[O:15])=[O:16])(=[O:10])[CH:8]=[CH2:9].[Na+:20], predict the reactants needed to synthesize it. The reactants are: [C:1]([O:5][CH3:6])(=[O:4])[CH:2]=[CH2:3].[C:7]([NH:11][C:12]([CH3:19])([CH3:18])[CH2:13][S:14]([O-:17])(=[O:16])=[O:15])(=[O:10])[CH:8]=[CH2:9].[Na+:20]. (4) Given the product [CH2:1]([O:3][C:4]([CH:6]1[CH2:11][CH2:10][N:9]([C:12]2[C:21]3[C:16](=[CH:17][N:18]=[CH:19][CH:20]=3)[CH:15]=[C:14]([C:22]3[C:27]([CH:36]4[CH2:38][CH2:37]4)=[CH:26][N:25]=[C:24]([NH:29][CH:30]4[CH2:35][CH2:34][CH2:33][CH2:32][CH2:31]4)[CH:23]=3)[N:13]=2)[CH2:8][CH2:7]1)=[O:5])[CH3:2], predict the reactants needed to synthesize it. The reactants are: [CH2:1]([O:3][C:4]([CH:6]1[CH2:11][CH2:10][N:9]([C:12]2[C:21]3[C:16](=[CH:17][N:18]=[CH:19][CH:20]=3)[CH:15]=[C:14]([C:22]3[C:27](Br)=[CH:26][N:25]=[C:24]([NH:29][CH:30]4[CH2:35][CH2:34][CH2:33][CH2:32][CH2:31]4)[CH:23]=3)[N:13]=2)[CH2:8][CH2:7]1)=[O:5])[CH3:2].[CH:36]1(B(O)O)[CH2:38][CH2:37]1.[O-]P([O-])([O-])=O.[K+].[K+].[K+].C1(P(C2CCCCC2)C2CCCCC2)CCCCC1. (5) Given the product [Cl:1][C:2]1[CH:7]=[C:6]([N:8]([CH2:22][CH3:23])[CH:9]2[CH2:14][CH2:13][NH:12][CH2:11][CH2:10]2)[C:5]([CH3:24])=[C:4]([CH:3]=1)[C:25]([O:27][CH3:28])=[O:26], predict the reactants needed to synthesize it. The reactants are: [Cl:1][C:2]1[CH:3]=[C:4]([C:25]([O:27][CH3:28])=[O:26])[C:5]([CH3:24])=[C:6]([N:8]([CH2:22][CH3:23])[CH:9]2[CH2:14][CH2:13][N:12](C(OC(C)(C)C)=O)[CH2:11][CH2:10]2)[CH:7]=1.C(O)(C(F)(F)F)=O.C(=O)(O)[O-].[Na+].